From a dataset of CYP2C19 inhibition data for predicting drug metabolism from PubChem BioAssay. Regression/Classification. Given a drug SMILES string, predict its absorption, distribution, metabolism, or excretion properties. Task type varies by dataset: regression for continuous measurements (e.g., permeability, clearance, half-life) or binary classification for categorical outcomes (e.g., BBB penetration, CYP inhibition). Dataset: cyp2c19_veith. (1) The compound is CCOC(=O)c1[nH]c(C)c(C(=O)OCC(=O)N2c3ccccc3CC2C)c1C. The result is 1 (inhibitor). (2) The molecule is COc1ncc2nc(-c3ccccc3)c(=O)n(C3CC3)c2n1. The result is 0 (non-inhibitor). (3) The drug is CCOC(=O)N/N=C1/C[C@@H](O)[C@@H](O)[C@H]2[C@@H]1CC[C@@H]1C(=O)N(C[C@@H]3CCCO3)C(=O)[C@H]12. The result is 0 (non-inhibitor). (4) The drug is O=C1SC(c2ccccc2)=C/C1=C\N1CCCCC1. The result is 1 (inhibitor). (5) The compound is CN1CCN(/C=N/C2=C(C#N)C(c3ccccc3)C3=C(CC(C)(C)CC3=O)O2)CC1. The result is 1 (inhibitor). (6) The result is 1 (inhibitor). The compound is COc1ccccc1N1CCN(CCCCNC(=O)c2ccc(-c3ccc(C(C)=O)cc3)cc2)CC1. (7) The compound is N#Cc1nc(-c2ccc(OCc3ccccc3)cc2)oc1NCCN1CCOCC1. The result is 1 (inhibitor).